Task: Predict the reactants needed to synthesize the given product.. Dataset: Full USPTO retrosynthesis dataset with 1.9M reactions from patents (1976-2016) Given the product [C:7]1([CH2:13][CH2:14][CH2:15][NH:16][C:17]([C:19]2[CH:20]([C:33]3[CH:38]=[CH:37][CH:36]=[C:35]([Cl:39])[CH:34]=3)[NH:21][C:22](=[O:32])[NH:23][C:24]=2[CH2:25][O:26][CH2:27][CH2:28][NH2:29])=[O:18])[CH:8]=[CH:9][CH:10]=[CH:11][CH:12]=1, predict the reactants needed to synthesize it. The reactants are: C(OCC)(=O)C.[C:7]1([CH2:13][CH2:14][CH2:15][NH:16][C:17]([C:19]2[CH:20]([C:33]3[CH:38]=[CH:37][CH:36]=[C:35]([Cl:39])[CH:34]=3)[NH:21][C:22](=[O:32])[NH:23][C:24]=2[CH2:25][O:26][CH2:27][CH2:28][N:29]=[N+]=[N-])=[O:18])[CH:12]=[CH:11][CH:10]=[CH:9][CH:8]=1.